From a dataset of Forward reaction prediction with 1.9M reactions from USPTO patents (1976-2016). Predict the product of the given reaction. (1) Given the reactants O[CH:2]([C:6]1[CH:11]=[CH:10][C:9]([CH:12]([CH3:14])[CH3:13])=[CH:8][CH:7]=1)[C:3]([OH:5])=[O:4].[Br:15][C:16]1[C:17]([CH3:25])=[C:18](O)[CH:19]=[C:20]([CH3:23])[C:21]=1[CH3:22].S(=O)(=O)(O)O, predict the reaction product. The product is: [Br:15][C:16]1[C:21]([CH3:22])=[C:20]([CH3:23])[C:19]2[CH:2]([C:6]3[CH:11]=[CH:10][C:9]([CH:12]([CH3:14])[CH3:13])=[CH:8][CH:7]=3)[C:3](=[O:4])[O:5][C:18]=2[C:17]=1[CH3:25]. (2) Given the reactants [Cl:1][C:2]1[C:3]2[CH:24]=C[C:22]([C:25](F)([F:27])F)=[CH:21][C:4]=2[S:5][C:6]=1[C:7]([NH:9][C@H:10]([CH2:14][C:15]1[CH:20]=[CH:19][CH:18]=[CH:17][CH:16]=1)[C:11]([OH:13])=[O:12])=[O:8].ClC1C2C=C(F)C=CC=2SC=1C(Cl)=O, predict the reaction product. The product is: [Cl:1][C:2]1[C:3]2[CH:24]=[C:25]([F:27])[CH:22]=[CH:21][C:4]=2[S:5][C:6]=1[C:7]([NH:9][C@H:10]([CH2:14][C:15]1[CH:20]=[CH:19][CH:18]=[CH:17][CH:16]=1)[C:11]([OH:13])=[O:12])=[O:8]. (3) Given the reactants [NH2:1][C:2]1[CH:10]=[CH:9][C:8]([Cl:11])=[CH:7][C:3]=1[C:4]([OH:6])=O.N1[CH:16]=[CH:15]N=C1.C(Cl)(=O)C.Cl.[NH2:22][CH:23]1[CH2:28][CH2:27][C:26](=[O:29])[NH:25][C:24]1=[O:30].P(OC1C=CC=CC=1)(OC1C=CC=CC=1)OC1C=CC=CC=1, predict the reaction product. The product is: [Cl:11][C:8]1[CH:7]=[C:3]2[C:2](=[CH:10][CH:9]=1)[N:1]=[C:15]([CH3:16])[N:22]([CH:23]1[CH2:28][CH2:27][C:26](=[O:29])[NH:25][C:24]1=[O:30])[C:4]2=[O:6]. (4) Given the reactants [Li][CH2:2]CCC.[F:6][C:7]([F:17])([F:16])[C:8]1[CH:9]=[C:10]([CH:13]=[CH:14][CH:15]=1)[CH:11]=O, predict the reaction product. The product is: [F:6][C:7]([F:17])([F:16])[C:8]1[CH:15]=[CH:14][CH:13]=[C:10]([CH:11]=[CH2:2])[CH:9]=1. (5) Given the reactants [OH:1][C:2]1([C:29]2[S:33][C:32]([S:34][CH3:35])=[N:31][CH:30]=2)[CH2:7][CH2:6][CH:5]([N:8]2[CH2:11][CH:10]([NH:12][C:13]([CH2:15][NH:16][C:17](=[O:28])[C:18]3[CH:23]=[CH:22][CH:21]=[C:20]([C:24]([F:27])([F:26])[F:25])[CH:19]=3)=[O:14])[CH2:9]2)[CH2:4][CH2:3]1.O.[OH:37]OS([O-])=O.[K+], predict the reaction product. The product is: [OH:1][C:2]1([C:29]2[S:33][C:32]([S:34]([CH3:35])=[O:37])=[N:31][CH:30]=2)[CH2:3][CH2:4][CH:5]([N:8]2[CH2:9][CH:10]([NH:12][C:13]([CH2:15][NH:16][C:17](=[O:28])[C:18]3[CH:23]=[CH:22][CH:21]=[C:20]([C:24]([F:25])([F:26])[F:27])[CH:19]=3)=[O:14])[CH2:11]2)[CH2:6][CH2:7]1. (6) Given the reactants C[O:2][C:3]([C:5]1[N:6]([C:17]2[CH:22]=[CH:21][C:20]([CH2:23][NH:24][C:25]([O:27][C:28]([CH3:31])([CH3:30])[CH3:29])=[O:26])=[CH:19][CH:18]=2)[C:7]2[C:12]([C:13]=1[Cl:14])=[CH:11][C:10]([O:15][CH3:16])=[CH:9][CH:8]=2)=O.O[NH:33][C:34](=[NH:36])[CH3:35].C(=O)([O-])[O-].[K+].[K+], predict the reaction product. The product is: [C:28]([O:27][C:25](=[O:26])[NH:24][CH2:23][C:20]1[CH:21]=[CH:22][C:17]([N:6]2[C:7]3[C:12](=[CH:11][C:10]([O:15][CH3:16])=[CH:9][CH:8]=3)[C:13]([Cl:14])=[C:5]2[C:3]2[O:2][N:36]=[C:34]([CH3:35])[N:33]=2)=[CH:18][CH:19]=1)([CH3:31])([CH3:30])[CH3:29]. (7) The product is: [F:26][C:21]([F:27])([C:22]([F:25])([F:24])[F:23])[C:20]([F:29])([F:28])[S:11][C:8]1[CH:9]=[CH:10][C:5]([NH2:4])=[CH:6][CH:7]=1. Given the reactants C(#N)C.[NH2:4][C:5]1[CH:10]=[CH:9][C:8]([SH:11])=[CH:7][CH:6]=1.C(N(CC)CC)C.I[C:20]([F:29])([F:28])[C:21]([F:27])([F:26])[C:22]([F:25])([F:24])[F:23], predict the reaction product.